Dataset: Catalyst prediction with 721,799 reactions and 888 catalyst types from USPTO. Task: Predict which catalyst facilitates the given reaction. (1) Reactant: [Cl:1][C:2]1[CH:7]=[CH:6][CH:5]=[CH:4][C:3]=1[CH2:8][CH2:9][N:10]1[CH:14]=[C:13]([I:15])[N:12]=[C:11]1[CH:16]=[O:17].FC(F)(F)S(O)(=O)=O.[OH:26][CH:27]1[CH2:32][CH2:31][N:30]([CH3:33])[CH2:29][CH2:28]1.[OH-].[Na+]. Product: [NH4+:10].[OH-:17].[Cl:1][C:2]1[C:3]2[CH2:8][CH2:9][N:10]3[C:11](=[N:12][C:13]([I:15])=[CH:14]3)[CH:16]([O:26][CH:27]3[CH2:32][CH2:31][N:30]([CH3:33])[CH2:29][CH2:28]3)[C:4]=2[CH:5]=[CH:6][CH:7]=1. The catalyst class is: 6. (2) Reactant: [Cl:1][C:2]1[CH:3]=[C:4]2[C:8](=[CH:9][C:10]=1[Cl:11])[N:7]([C@@H:12]1[O:26][C@H:25]([CH2:27][O:28]C(C3C=CC(C)=CC=3)=O)[C@@H:14]([O:15]C(C3C=CC(C)=CC=3)=O)[CH2:13]1)[C:6]([Br:38])=[C:5]2[C:39](=[O:41])[CH3:40].C[O-].[Na+].O. Product: [Cl:1][C:2]1[CH:3]=[C:4]2[C:8](=[CH:9][C:10]=1[Cl:11])[N:7]([C@@H:12]1[O:26][C@H:25]([CH2:27][OH:28])[C@@H:14]([OH:15])[CH2:13]1)[C:6]([Br:38])=[C:5]2[C:39](=[O:41])[CH3:40]. The catalyst class is: 5. (3) Reactant: [Cl:1][C:2]1[CH:3]=[C:4]2[C:12](=[C:13]([N+:18]([O-])=O)[C:14]=1[O:15][CH2:16][CH3:17])[NH:11][C:10]1[CH:9]=[N:8][CH:7]=[CH:6][C:5]2=1.[H][H].ClC1C=C2C(=C(N)C=1OCC1CC1)NC1C=NC=CC2=1.C(O)=O. Product: [Cl:1][C:2]1[CH:3]=[C:4]2[C:12](=[C:13]([NH2:18])[C:14]=1[O:15][CH2:16][CH3:17])[NH:11][C:10]1[CH:9]=[N:8][CH:7]=[CH:6][C:5]2=1. The catalyst class is: 19. (4) Product: [C:22]1([C:16]2[S:13][C:12]([NH:11][C:8]3[N:9]=[CH:10][C:5]([CH2:4][CH2:3][CH2:2][OH:1])=[CH:6][CH:7]=3)=[N:14][CH:17]=2)[CH:27]=[CH:26][CH:25]=[CH:24][CH:23]=1. The catalyst class is: 88. Reactant: [OH:1][CH2:2][CH2:3][CH2:4][C:5]1[CH:6]=[CH:7][C:8]([NH:11][C:12]([NH2:14])=[S:13])=[N:9][CH:10]=1.Br[CH:16]([C:22]1[CH:27]=[CH:26][CH:25]=[CH:24][CH:23]=1)[CH:17](OC)OC.Cl.C([O-])([O-])=O.[Na+].[Na+].